Dataset: NCI-60 drug combinations with 297,098 pairs across 59 cell lines. Task: Regression. Given two drug SMILES strings and cell line genomic features, predict the synergy score measuring deviation from expected non-interaction effect. (1) Drug 1: CNC(=O)C1=NC=CC(=C1)OC2=CC=C(C=C2)NC(=O)NC3=CC(=C(C=C3)Cl)C(F)(F)F. Drug 2: C1CN(P(=O)(OC1)NCCCl)CCCl. Cell line: OVCAR-5. Synergy scores: CSS=6.57, Synergy_ZIP=-0.304, Synergy_Bliss=-0.351, Synergy_Loewe=0.0180, Synergy_HSA=0.0652. (2) Drug 1: CCCS(=O)(=O)NC1=C(C(=C(C=C1)F)C(=O)C2=CNC3=C2C=C(C=N3)C4=CC=C(C=C4)Cl)F. Drug 2: C1=CN(C=N1)CC(O)(P(=O)(O)O)P(=O)(O)O. Cell line: KM12. Synergy scores: CSS=6.95, Synergy_ZIP=-2.14, Synergy_Bliss=1.27, Synergy_Loewe=0.729, Synergy_HSA=-1.72. (3) Drug 1: COC1=C(C=C2C(=C1)N=CN=C2NC3=CC(=C(C=C3)F)Cl)OCCCN4CCOCC4. Drug 2: C1=CC=C(C=C1)NC(=O)CCCCCCC(=O)NO. Cell line: U251. Synergy scores: CSS=13.5, Synergy_ZIP=-8.67, Synergy_Bliss=-7.34, Synergy_Loewe=-5.99, Synergy_HSA=-5.73. (4) Drug 1: CCC1=C2CN3C(=CC4=C(C3=O)COC(=O)C4(CC)O)C2=NC5=C1C=C(C=C5)O. Drug 2: C#CCC(CC1=CN=C2C(=N1)C(=NC(=N2)N)N)C3=CC=C(C=C3)C(=O)NC(CCC(=O)O)C(=O)O. Cell line: SK-MEL-28. Synergy scores: CSS=41.8, Synergy_ZIP=2.24, Synergy_Bliss=0.299, Synergy_Loewe=-23.6, Synergy_HSA=-0.176. (5) Drug 1: CN(C)N=NC1=C(NC=N1)C(=O)N. Drug 2: CC1=C(C(=O)C2=C(C1=O)N3CC4C(C3(C2COC(=O)N)OC)N4)N. Cell line: A498. Synergy scores: CSS=22.6, Synergy_ZIP=-5.65, Synergy_Bliss=0.925, Synergy_Loewe=-16.2, Synergy_HSA=-0.490. (6) Drug 1: C1CCC(C1)C(CC#N)N2C=C(C=N2)C3=C4C=CNC4=NC=N3. Drug 2: C1=C(C(=O)NC(=O)N1)N(CCCl)CCCl. Cell line: NCI-H226. Synergy scores: CSS=7.45, Synergy_ZIP=-5.73, Synergy_Bliss=-6.00, Synergy_Loewe=-7.59, Synergy_HSA=-4.97. (7) Drug 1: C1=NC(=NC(=O)N1C2C(C(C(O2)CO)O)O)N. Drug 2: CNC(=O)C1=NC=CC(=C1)OC2=CC=C(C=C2)NC(=O)NC3=CC(=C(C=C3)Cl)C(F)(F)F. Cell line: BT-549. Synergy scores: CSS=28.3, Synergy_ZIP=-8.03, Synergy_Bliss=-0.387, Synergy_Loewe=-39.9, Synergy_HSA=-3.42. (8) Cell line: DU-145. Drug 2: CC1=C(C=C(C=C1)C(=O)NC2=CC(=CC(=C2)C(F)(F)F)N3C=C(N=C3)C)NC4=NC=CC(=N4)C5=CN=CC=C5. Synergy scores: CSS=1.05, Synergy_ZIP=-2.51, Synergy_Bliss=-2.53, Synergy_Loewe=-4.28, Synergy_HSA=-4.26. Drug 1: CC1=CC=C(C=C1)C2=CC(=NN2C3=CC=C(C=C3)S(=O)(=O)N)C(F)(F)F. (9) Drug 1: CNC(=O)C1=CC=CC=C1SC2=CC3=C(C=C2)C(=NN3)C=CC4=CC=CC=N4. Drug 2: CCN(CC)CCCC(C)NC1=C2C=C(C=CC2=NC3=C1C=CC(=C3)Cl)OC. Cell line: A549. Synergy scores: CSS=20.9, Synergy_ZIP=17.6, Synergy_Bliss=17.9, Synergy_Loewe=16.0, Synergy_HSA=17.9. (10) Drug 1: COC1=C2C(=CC3=C1OC=C3)C=CC(=O)O2. Drug 2: C(CN)CNCCSP(=O)(O)O. Cell line: MCF7. Synergy scores: CSS=4.54, Synergy_ZIP=-1.29, Synergy_Bliss=-0.481, Synergy_Loewe=1.08, Synergy_HSA=-0.0255.